This data is from Orexin1 receptor HTS with 218,158 compounds and 233 confirmed actives. The task is: Binary Classification. Given a drug SMILES string, predict its activity (active/inactive) in a high-throughput screening assay against a specified biological target. The compound is s1c2c(nc1SCC(OC(C)C)=O)cccc2. The result is 0 (inactive).